Dataset: Full USPTO retrosynthesis dataset with 1.9M reactions from patents (1976-2016). Task: Predict the reactants needed to synthesize the given product. (1) Given the product [F:1][C:2]1[C:3]2[CH:4]=[C:5]3[C:14]4[N:15]=[C:16]([C:19]5[C:20]([N:39]([CH2:44][C:45]6[CH:46]=[CH:47][C:48]([B:51]([OH:55])[OH:52])=[CH:49][CH:50]=6)[S:40]([CH3:43])(=[O:41])=[O:42])=[CH:21][C:22]6[O:26][C:25]([C:27]7[CH:32]=[CH:31][C:30]([F:33])=[CH:29][CH:28]=7)=[C:24]([C:34](=[O:35])[NH:36][CH3:37])[C:23]=6[CH:38]=5)[CH:17]=[CH:18][C:13]=4[O:12][CH2:11][N:6]3[C:7]=2[CH:8]=[CH:9][CH:10]=1, predict the reactants needed to synthesize it. The reactants are: [F:1][C:2]1[C:3]2[CH:4]=[C:5]3[C:14]4[N:15]=[C:16]([C:19]5[C:20]([N:39]([CH2:44][C:45]6[CH:50]=[CH:49][C:48]([B:51]7[O:55]C(C)(C)C(C)(C)[O:52]7)=[CH:47][CH:46]=6)[S:40]([CH3:43])(=[O:42])=[O:41])=[CH:21][C:22]6[O:26][C:25]([C:27]7[CH:32]=[CH:31][C:30]([F:33])=[CH:29][CH:28]=7)=[C:24]([C:34]([NH:36][CH3:37])=[O:35])[C:23]=6[CH:38]=5)[CH:17]=[CH:18][C:13]=4[O:12][CH2:11][N:6]3[C:7]=2[CH:8]=[CH:9][CH:10]=1. (2) Given the product [C:1]([C:3]1[CH:4]=[C:5]2[C:10](=[CH:11][C:12]=1[O:13][CH2:14][CH2:15][CH2:16][N:17]([CH2:22][CH3:21])[CH2:18][CH3:19])[N:9]=[CH:8][CH:7]=[C:6]2[O:23][C:24]1[CH:29]=[CH:28][C:27]([NH:30][C:31]([NH:33][C:34]2[S:35][CH:36]=[CH:37][N:38]=2)=[O:32])=[C:26]([F:39])[CH:25]=1)#[N:2], predict the reactants needed to synthesize it. The reactants are: [C:1]([C:3]1[CH:4]=[C:5]2[C:10](=[CH:11][C:12]=1[O:13][CH2:14][CH2:15][CH2:16][N:17]1[CH2:22][CH2:21]O[CH2:19][CH2:18]1)[N:9]=[CH:8][CH:7]=[C:6]2[O:23][C:24]1[CH:29]=[CH:28][C:27]([NH:30][C:31]([NH:33][C:34]2[S:35][CH:36]=[CH:37][N:38]=2)=[O:32])=[C:26]([F:39])[CH:25]=1)#[N:2].C(=O)([O-])[O-].[K+].[K+].ClCCCN(CC)CC.O. (3) The reactants are: [NH:1]1[C:9]2[C:4](=[CH:5][C:6]([O:10][CH2:11][C:12]([O:14][CH3:15])=[O:13])=[CH:7][CH:8]=2)[CH:3]=[CH:2]1.C(OC([N:23]1[C:28]([CH3:30])([CH3:29])[CH2:27][CH2:26]OS1(=O)=O)=O)(C)(C)C. Given the product [NH2:23][C:28]([CH3:30])([CH3:29])[CH2:27][CH2:26][N:1]1[C:9]2[C:4](=[CH:5][C:6]([O:10][CH2:11][C:12]([O:14][CH3:15])=[O:13])=[CH:7][CH:8]=2)[CH:3]=[CH:2]1, predict the reactants needed to synthesize it.